This data is from Reaction yield outcomes from USPTO patents with 853,638 reactions. The task is: Predict the reaction yield, written as a fraction of the theoretical maximum amount of product (1.0 means a 100% yield; for example, 0.34 means a 34% yield). (1) The reactants are [CH2:1]([O:8][C:9](=[O:26])[CH:10](Br)[CH2:11][CH2:12][C:13]1[CH:17]=[CH:16][N:15](C(OC(C)(C)C)=O)[N:14]=1)[C:2]1[CH:7]=[CH:6][CH:5]=[CH:4][CH:3]=1.C(O)(C(F)(F)F)=O.C(=O)([O-])[O-].[K+].[K+].[I-].[Na+]. The catalyst is ClCCl. The product is [N:15]1[N:14]2[CH:10]([C:9]([O:8][CH2:1][C:2]3[CH:7]=[CH:6][CH:5]=[CH:4][CH:3]=3)=[O:26])[CH2:11][CH2:12][C:13]2=[CH:17][CH:16]=1. The yield is 0.640. (2) The reactants are [CH3:1][C:2]1[CH:6]=[C:5]([C:7]([OH:9])=O)[NH:4][N:3]=1.[NH2:10][C:11]1[CH:12]=[C:13]([CH:30]=[CH:31][C:32]=1[CH3:33])[O:14][C:15]1[CH:16]=[CH:17][C:18]2[N:19]([CH:21]=[C:22]([NH:24][C:25]([CH:27]3[CH2:29][CH2:28]3)=[O:26])[N:23]=2)[N:20]=1.ON1C2C=CC=CC=2N=N1.Cl.C(N=C=NCCCN(C)C)C.C(N(CC)CC)C. The catalyst is CN(C)C=O. The product is [CH:27]1([C:25]([NH:24][C:22]2[N:23]=[C:18]3[CH:17]=[CH:16][C:15]([O:14][C:13]4[CH:30]=[CH:31][C:32]([CH3:33])=[C:11]([NH:10][C:7]([C:5]5[NH:4][N:3]=[C:2]([CH3:1])[CH:6]=5)=[O:9])[CH:12]=4)=[N:20][N:19]3[CH:21]=2)=[O:26])[CH2:28][CH2:29]1. The yield is 0.700. (3) The reactants are [CH3:1][C:2]1[CH:3]=[C:4]([C:8]2[S:9][C:10]([CH3:13])=[CH:11][CH:12]=2)[CH2:5][C:6]=1C.[Li]CCCC. The catalyst is CCOCC. The product is [CH3:13][C:10]1[S:9][C:8]([C:4]2[CH:3]=[C:2]([CH3:1])[CH2:6][CH:5]=2)=[CH:12][CH:11]=1. The yield is 0.310.